Dataset: Catalyst prediction with 721,799 reactions and 888 catalyst types from USPTO. Task: Predict which catalyst facilitates the given reaction. (1) Reactant: [Cl:1][C:2]1[C:7]([C:8]2[C:13]([F:14])=[CH:12][C:11]([F:15])=[CH:10][C:9]=2[F:16])=[C:6](Cl)[N:5]2[N:18]=[CH:19][N:20]=[C:4]2[N:3]=1.Cl.[F:22][C:23]([F:28])([F:27])[C@@H:24]([NH2:26])[CH3:25].C(N(CC)C(C)C)(C)C. The catalyst class is: 42. Product: [Cl:1][C:2]1[C:7]([C:8]2[C:13]([F:14])=[CH:12][C:11]([F:15])=[CH:10][C:9]=2[F:16])=[C:6]([NH:26][C@@H:24]([CH3:25])[C:23]([F:28])([F:27])[F:22])[N:5]2[N:18]=[CH:19][N:20]=[C:4]2[N:3]=1. (2) Reactant: [N+]([C:4]1[C:9]2[CH2:10][CH2:11][CH2:12][CH2:13][CH2:14][C:8]=2[CH:7]=[CH:6][C:5]=1[NH:15]C(=O)C)([O-])=O.[N+:19](C1C2CCCCCC=2C=C(NC(=O)C)C=1)([O-:21])=[O:20].C(NC1C=CC=CC=1)(=O)C. Product: [N+:19]([C:6]1[C:5]([NH2:15])=[CH:4][C:9]2[CH2:10][CH2:11][CH2:12][CH2:13][CH2:14][C:8]=2[CH:7]=1)([O-:21])=[O:20]. The catalyst class is: 126. (3) The catalyst class is: 73. Product: [Cl:8][C:6]1[CH:7]=[CH:2][C:3]([CH3:27])=[C:4]([C:9]2[N:13]3[C:14]4[N:22]=[C:21]([O:23][CH3:24])[CH:20]=[CH:19][C:15]=4[N:16]=[C:17]([CH3:18])[C:12]3=[C:11]([CH3:25])[N:10]=2)[CH:5]=1. Reactant: Cl[C:2]1[CH:3]=[C:4]([C:9]2[N:13]3[C:14]4[N:22]=[C:21]([O:23][CH3:24])[CH:20]=[CH:19][C:15]=4[N:16]=[C:17]([CH3:18])[C:12]3=[C:11]([CH3:25])[N:10]=2)[CH:5]=[C:6]([Cl:8])[CH:7]=1.Cl[C:27]1C=CC(C)=C(B(O)O)C=1.C([O-])([O-])=O.[K+].[K+].